From a dataset of Catalyst prediction with 721,799 reactions and 888 catalyst types from USPTO. Predict which catalyst facilitates the given reaction. (1) Reactant: [OH:1][NH:2][C:3]([C:5]1[CH:14]=[C:13]2[C:8]([CH2:9][CH2:10][CH:11]([NH:15][C:16]([C:18]3([CH3:31])[CH2:23][CH2:22][N:21](C(OC(C)(C)C)=O)[CH2:20][CH2:19]3)=[O:17])[CH2:12]2)=[CH:7][CH:6]=1)=[O:4].Cl. Product: [OH:1][NH:2][C:3]([C:5]1[CH:14]=[C:13]2[C:8]([CH2:9][CH2:10][CH:11]([NH:15][C:16]([C:18]3([CH3:31])[CH2:23][CH2:22][NH:21][CH2:20][CH2:19]3)=[O:17])[CH2:12]2)=[CH:7][CH:6]=1)=[O:4]. The catalyst class is: 135. (2) Reactant: [Cl:1][C:2]1[C:3]2[N:4]([C:8]([CH:11]3[CH2:14][C:13](=[O:15])[CH2:12]3)=[N:9][CH:10]=2)[CH:5]=[CH:6][N:7]=1.[CH3:16][Mg]Cl. Product: [Cl:1][C:2]1[C:3]2[N:4]([C:8]([CH:11]3[CH2:12][C:13]([CH3:16])([OH:15])[CH2:14]3)=[N:9][CH:10]=2)[CH:5]=[CH:6][N:7]=1. The catalyst class is: 1. (3) Reactant: [Si]([O:8][CH:9]1[CH2:14][CH:13]([CH2:15][NH:16][C:17]2[C:26]3[C:21](=[N:22][CH:23]=[CH:24][N:25]=3)[CH:20]=[C:19]([Cl:27])[N:18]=2)[CH2:12][N:11]([C:28]([O:30][C:31]([CH3:34])([CH3:33])[CH3:32])=[O:29])[CH2:10]1)(C(C)(C)C)(C)C.CCCC[N+](CCCC)(CCCC)CCCC.[F-]. Product: [Cl:27][C:19]1[N:18]=[C:17]([NH:16][CH2:15][CH:13]2[CH2:14][CH:9]([OH:8])[CH2:10][N:11]([C:28]([O:30][C:31]([CH3:34])([CH3:33])[CH3:32])=[O:29])[CH2:12]2)[C:26]2[C:21](=[N:22][CH:23]=[CH:24][N:25]=2)[CH:20]=1. The catalyst class is: 56.